Dataset: Forward reaction prediction with 1.9M reactions from USPTO patents (1976-2016). Task: Predict the product of the given reaction. (1) Given the reactants C([O:4][CH2:5][CH2:6][CH2:7][CH2:8][O:9][C:10]1[CH:19]=[C:18]2[C:13]([C:14]([NH:20][C:21]3[CH:22]=[N:23][C:24]([NH:27][C:28](=[O:36])[C:29]4[CH:34]=[CH:33][CH:32]=[C:31]([Cl:35])[CH:30]=4)=[CH:25][CH:26]=3)=[N:15][CH:16]=[N:17]2)=[CH:12][C:11]=1[O:37][CH3:38])(=O)C.[OH-].[Na+], predict the reaction product. The product is: [Cl:35][C:31]1[CH:30]=[C:29]([CH:34]=[CH:33][CH:32]=1)[C:28]([NH:27][C:24]1[CH:25]=[CH:26][C:21]([NH:20][C:14]2[C:13]3[C:18](=[CH:19][C:10]([O:9][CH2:8][CH2:7][CH2:6][CH2:5][OH:4])=[C:11]([O:37][CH3:38])[CH:12]=3)[N:17]=[CH:16][N:15]=2)=[CH:22][N:23]=1)=[O:36]. (2) Given the reactants NC1C=CC(O[CH:7]2[CH2:12][CH2:11][N:10]([C:13]([O:15][C:16]([CH3:19])([CH3:18])[CH3:17])=[O:14])[CH2:9]C2)=CC=1.[CH2:22]([N:26]1[CH:30]=[C:29]([C:31]2[S:35][C:34]([C:36]([OH:38])=O)=[CH:33][CH:32]=2)[CH:28]=[N:27]1)[CH:23]([CH3:25])[CH3:24].C(OC([N:49]1CC(C(O)=O)C1)=O)C1C=CC=CC=1, predict the reaction product. The product is: [CH2:22]([N:26]1[CH:30]=[C:29]([C:31]2[S:35][C:34]([C:36]([NH:49][C@H:7]3[CH2:12][CH2:11][N:10]([C:13]([O:15][C:16]([CH3:17])([CH3:18])[CH3:19])=[O:14])[CH2:9]3)=[O:38])=[CH:33][CH:32]=2)[CH:28]=[N:27]1)[CH:23]([CH3:25])[CH3:24].